From a dataset of Reaction yield outcomes from USPTO patents with 853,638 reactions. Predict the reaction yield, written as a fraction of the theoretical maximum amount of product (1.0 means a 100% yield; for example, 0.34 means a 34% yield). (1) The reactants are Cl.[C:2]([C:6]1[CH:27]=[CH:26][CH:25]=[CH:24][C:7]=1[O:8][CH2:9][CH2:10][N:11]([CH3:23])[C:12]([C:14]1[C:18]2[CH2:19][NH:20][CH2:21][CH2:22][C:17]=2[NH:16][N:15]=1)=[O:13])([CH3:5])([CH3:4])[CH3:3].[C:28](Cl)(=[O:30])[CH3:29]. No catalyst specified. The product is [C:28]([N:20]1[CH2:21][CH2:22][C:17]2[NH:16][N:15]=[C:14]([C:12]([N:11]([CH2:10][CH2:9][O:8][C:7]3[CH:24]=[CH:25][CH:26]=[CH:27][C:6]=3[C:2]([CH3:5])([CH3:3])[CH3:4])[CH3:23])=[O:13])[C:18]=2[CH2:19]1)(=[O:30])[CH3:29]. The yield is 0.690. (2) The reactants are [OH-].[Na+].[CH2:3]([O:5][CH2:6][CH:7]1[O:11][N:10]=[C:9]([C:12]([O:14]CC)=[O:13])[CH2:8]1)[CH3:4].Cl. The catalyst is C(O)C. The product is [CH2:3]([O:5][CH2:6][CH:7]1[O:11][N:10]=[C:9]([C:12]([OH:14])=[O:13])[CH2:8]1)[CH3:4]. The yield is 0.940. (3) The reactants are I(Cl)(=O)=O.I([Cl:8])(=O)=O.C([N+](C)(C)C)C1C=CC=CC=1.[C:20]([C:23]1[C:28]2[O:29][CH2:30][C:31](=[O:33])[NH:32][C:27]=2[CH:26]=[CH:25][CH:24]=1)(=[O:22])[CH3:21]. The catalyst is ClCCl.CC(O)=O.O. The product is [Cl:8][CH2:21][C:20]([C:23]1[C:28]2[O:29][CH2:30][C:31](=[O:33])[NH:32][C:27]=2[CH:26]=[CH:25][CH:24]=1)=[O:22]. The yield is 0.900.